This data is from Forward reaction prediction with 1.9M reactions from USPTO patents (1976-2016). The task is: Predict the product of the given reaction. (1) Given the reactants C(OC(=O)[NH:7][C:8]1[CH:13]=[CH:12][C:11]([C:14]2[CH:19]=[CH:18][C:17]([F:20])=[CH:16][CH:15]=2)=[CH:10][C:9]=1[NH:21][C:22](=[O:38])[CH2:23][C:24]([C:26]1[CH:31]=[CH:30][CH:29]=[C:28]([C:32]2[O:36][N:35]=[C:34]([CH3:37])[CH:33]=2)[CH:27]=1)=O)(C)(C)C.C(O)(C(F)(F)F)=O, predict the reaction product. The product is: [F:20][C:17]1[CH:18]=[CH:19][C:14]([C:11]2[CH:12]=[CH:13][C:8]3[N:7]=[C:24]([C:26]4[CH:31]=[CH:30][CH:29]=[C:28]([C:32]5[O:36][N:35]=[C:34]([CH3:37])[CH:33]=5)[CH:27]=4)[CH2:23][C:22](=[O:38])[NH:21][C:9]=3[CH:10]=2)=[CH:15][CH:16]=1. (2) Given the reactants [OH:1][CH:2]([C:11]1[CH:16]=[CH:15][C:14]([C:17]2[N:21]=[C:20]([C:22]3[O:26][N:25]=[C:24]([C:27]4[CH:32]=[CH:31][CH:30]=[CH:29][CH:28]=4)[C:23]=3[C:33]([F:36])([F:35])[F:34])[O:19][N:18]=2)=[CH:13][CH:12]=1)[C:3]([NH:5][CH2:6][CH2:7]C(O)=O)=[O:4].Cl.CNC.CN1CCOCC1.CN(C(ON1N=NC2C=CC=NC1=2)=[N+](C)C)C.F[P-](F)(F)(F)(F)F.[CH3:72][N:73]([CH:75]=[O:76])[CH3:74], predict the reaction product. The product is: [OH:1][CH:2]([C:11]1[CH:12]=[CH:13][C:14]([C:17]2[N:21]=[C:20]([C:22]3[O:26][N:25]=[C:24]([C:27]4[CH:28]=[CH:29][CH:30]=[CH:31][CH:32]=4)[C:23]=3[C:33]([F:34])([F:35])[F:36])[O:19][N:18]=2)=[CH:15][CH:16]=1)[C:3]([NH:5][CH2:6][CH2:7][C:75]([N:73]([CH3:74])[CH3:72])=[O:76])=[O:4]. (3) Given the reactants [OH:1][C:2]1[CH:7]=[CH:6][C:5]([C:8]2[O:12][C:11]([CH3:14])([CH3:13])[C:10](=[O:15])[C:9]=2[C:16]2[CH:21]=[CH:20][N:19]=[CH:18][CH:17]=2)=[CH:4][CH:3]=1.C([O-])([O-])=O.[K+].[K+].Cl[CH2:29][C:30]1[CH:39]=[CH:38][C:37]2[C:32](=[CH:33][CH:34]=[CH:35][CH:36]=2)[N:31]=1, predict the reaction product. The product is: [CH3:14][C:11]1([CH3:13])[C:10](=[O:15])[C:9]([C:16]2[CH:21]=[CH:20][N:19]=[CH:18][CH:17]=2)=[C:8]([C:5]2[CH:4]=[CH:3][C:2]([O:1][CH2:29][C:30]3[CH:39]=[CH:38][C:37]4[C:32](=[CH:33][CH:34]=[CH:35][CH:36]=4)[N:31]=3)=[CH:7][CH:6]=2)[O:12]1. (4) Given the reactants [CH3:1][NH:2][C:3]([C:5]1[N:6]=[CH:7][C:8]([O:11][C:12]2[CH:29]=[CH:28][C:15]3[CH2:16][CH2:17][N:18]([C:21](OC(C)(C)C)=O)[CH2:19][CH2:20][C:14]=3[CH:13]=2)=[N:9][CH:10]=1)=[O:4].[C:30]1(=O)[CH2:34]C[CH2:32][CH2:31]1, predict the reaction product. The product is: [CH:21]1([N:18]2[CH2:17][CH2:16][C:15]3[CH:28]=[CH:29][C:12]([O:11][C:8]4[N:9]=[CH:10][C:5]([C:3]([NH:2][CH3:1])=[O:4])=[N:6][CH:7]=4)=[CH:13][C:14]=3[CH2:20][CH2:19]2)[CH2:32][CH2:31][CH2:30][CH2:34]1. (5) Given the reactants [Cl:1][C:2]1[CH:21]=[CH:20][C:5]2[N:6]([CH:10]([C:14]3[CH:19]=[CH:18][CH:17]=[CH:16][CH:15]=3)[C:11](O)=[O:12])[C:7](=[O:9])[NH:8][C:4]=2[CH:3]=1.C1C=CC2N(O)N=NC=2C=1.N=C=N.[CH2:35]([N:38]1[CH2:43][CH2:42][N:41]([CH:44]2[CH2:48][CH2:47][NH:46][CH2:45]2)[CH2:40][CH2:39]1)[CH2:36][CH3:37].C(=O)([O-])[O-], predict the reaction product. The product is: [Cl:1][C:2]1[CH:21]=[CH:20][C:5]2[N:6]([CH:10]([C:14]3[CH:15]=[CH:16][CH:17]=[CH:18][CH:19]=3)[C:11](=[O:12])[N:46]3[CH2:47][CH2:48][CH:44]([N:41]4[CH2:42][CH2:43][N:38]([CH2:35][CH2:36][CH3:37])[CH2:39][CH2:40]4)[CH2:45]3)[C:7](=[O:9])[NH:8][C:4]=2[CH:3]=1. (6) Given the reactants CS(C)=O.C(Cl)(=O)C(Cl)=O.[CH3:11][C:12]([CH3:23])([CH2:15][O:16][CH:17]1[CH2:22][CH2:21][CH2:20][CH2:19][O:18]1)[CH2:13][OH:14].C(N(CC)CC)C.[NH4+].[Cl-], predict the reaction product. The product is: [CH3:11][C:12]([CH3:23])([CH2:15][O:16][CH:17]1[CH2:22][CH2:21][CH2:20][CH2:19][O:18]1)[CH:13]=[O:14]. (7) Given the reactants [F:1][C:2]1[C:7]([C:8]([F:11])([F:10])[F:9])=[CH:6][CH:5]=[CH:4][C:3]=1[C:12](=[O:14])[CH3:13].[Br-:15].[Br-].[Br-].C1([N+](C)(C)C)C=CC=CC=1.C1([N+](C)(C)C)C=CC=CC=1.C1([N+](C)(C)C)C=CC=CC=1, predict the reaction product. The product is: [Br:15][CH2:13][C:12]([C:3]1[CH:4]=[CH:5][CH:6]=[C:7]([C:8]([F:10])([F:11])[F:9])[C:2]=1[F:1])=[O:14].